From a dataset of Peptide-MHC class II binding affinity with 134,281 pairs from IEDB. Regression. Given a peptide amino acid sequence and an MHC pseudo amino acid sequence, predict their binding affinity value. This is MHC class II binding data. (1) The peptide sequence is AAWGGSGSEAYQGVQ. The MHC is DRB3_0101 with pseudo-sequence DRB3_0101. The binding affinity (normalized) is 0.0120. (2) The MHC is HLA-DPA10301-DPB10402 with pseudo-sequence HLA-DPA10301-DPB10402. The binding affinity (normalized) is 0.745. The peptide sequence is IAIAFLSVSNNYEYI. (3) The peptide sequence is MYFNLIDTKCYKL. The MHC is DRB1_1301 with pseudo-sequence DRB1_1301. The binding affinity (normalized) is 0.537. (4) The peptide sequence is NRATWASHIHLVIHR. The MHC is DRB3_0301 with pseudo-sequence DRB3_0301. The binding affinity (normalized) is 0.354. (5) The peptide sequence is FEAQGALANIAVD. The MHC is H-2-IEk with pseudo-sequence H-2-IEk. The binding affinity (normalized) is 0. (6) The binding affinity (normalized) is 0.589. The peptide sequence is LELLQRRFGGTVIRN. The MHC is DRB1_0801 with pseudo-sequence DRB1_0801.